This data is from hERG potassium channel inhibition data for cardiac toxicity prediction from Karim et al.. The task is: Regression/Classification. Given a drug SMILES string, predict its toxicity properties. Task type varies by dataset: regression for continuous values (e.g., LD50, hERG inhibition percentage) or binary classification for toxic/non-toxic outcomes (e.g., AMES mutagenicity, cardiotoxicity, hepatotoxicity). Dataset: herg_karim. (1) The compound is Cc1cccc(-c2nn(C(=S)Nc3ccccc3)cc2-c2ccnc3ccccc23)n1. The result is 0 (non-blocker). (2) The compound is NC1Cn2c(nc3ccc(F)cc32)CC1c1cc(F)c(F)cc1F. The result is 0 (non-blocker). (3) The molecule is Cc1cccc(C)c1NC(=O)[C@H]1CCCC[NH+]1CC1CC1. The result is 0 (non-blocker).